This data is from Catalyst prediction with 721,799 reactions and 888 catalyst types from USPTO. The task is: Predict which catalyst facilitates the given reaction. (1) Reactant: [N@:1]1([C:8]([O:10][C:11]([CH3:14])([CH3:13])[CH3:12])=[O:9])[CH2:3][CH:2]1[C:4]([O:6][CH3:7])=[O:5].[CH2:15]([C@H:22]([C@@H:25]([CH2:28][C:29]1[CH:34]=[CH:33][CH:32]=[CH:31][CH:30]=1)[CH2:26][OH:27])[CH2:23][OH:24])[C:16]1[CH:21]=[CH:20][CH:19]=[CH:18][CH:17]=1.B(F)(F)F.O(CC)CC. Product: [C:11]([O:10][C:8]([NH:1][C@@H:2]([CH2:3][O:24][CH2:23][C@H:22]([CH2:15][C:16]1[CH:17]=[CH:18][CH:19]=[CH:20][CH:21]=1)[C@@H:25]([CH2:28][C:29]1[CH:30]=[CH:31][CH:32]=[CH:33][CH:34]=1)[CH2:26][OH:27])[C:4]([O:6][CH3:7])=[O:5])=[O:9])([CH3:12])([CH3:13])[CH3:14]. The catalyst class is: 2. (2) Reactant: Br[CH2:2][C:3]([C:5]1[CH:10]=[CH:9][C:8]([F:11])=[CH:7][CH:6]=1)=O.[C:12]([NH:15][C:16]([NH2:18])=[NH:17])(=[O:14])[CH3:13]. Product: [F:11][C:8]1[CH:9]=[CH:10][C:5]([C:3]2[N:17]=[C:16]([NH:15][C:12](=[O:14])[CH3:13])[NH:18][CH:2]=2)=[CH:6][CH:7]=1. The catalyst class is: 10. (3) The catalyst class is: 3. Product: [Cl:1][C:2]1[C:3]2[C:10]([I:11])=[CH:9][NH:8][C:4]=2[N:5]=[CH:6][N:7]=1. Reactant: [Cl:1][C:2]1[C:3]2[CH:10]=[CH:9][NH:8][C:4]=2[N:5]=[CH:6][N:7]=1.[I:11]N1C(=O)CCC1=O. (4) Product: [CH2:1]([O:8][C:9]1[CH:10]=[C:11]([CH:34]=[CH:35][CH:36]=1)[O:12][C:13]1[CH:14]=[CH:15][C:16]2[CH:20]([CH2:21][CH2:22][CH2:23][OH:24])[O:19][B:18]([OH:32])[C:17]=2[CH:33]=1)[C:2]1[CH:3]=[CH:4][CH:5]=[CH:6][CH:7]=1. The catalyst class is: 1. Reactant: [CH2:1]([O:8][C:9]1[CH:10]=[C:11]([CH:34]=[CH:35][CH:36]=1)[O:12][C:13]1[CH:14]=[CH:15][C:16]2[CH:20]([CH2:21][CH2:22][CH2:23][O:24][Si](C(C)(C)C)(C)C)[O:19][B:18]([OH:32])[C:17]=2[CH:33]=1)[C:2]1[CH:7]=[CH:6][CH:5]=[CH:4][CH:3]=1.O.C(O)(=O)C.